From a dataset of Peptide-MHC class II binding affinity with 134,281 pairs from IEDB. Regression. Given a peptide amino acid sequence and an MHC pseudo amino acid sequence, predict their binding affinity value. This is MHC class II binding data. The peptide sequence is NKALGLPKYTKLITFNVHNR. The binding affinity (normalized) is 1.00. The MHC is DRB1_0101 with pseudo-sequence DRB1_0101.